From a dataset of Experimentally validated miRNA-target interactions with 360,000+ pairs, plus equal number of negative samples. Binary Classification. Given a miRNA mature sequence and a target amino acid sequence, predict their likelihood of interaction. The miRNA is rno-let-7d-5p with sequence AGAGGUAGUAGGUUGCAUAGUU. The protein sequence of the target gene is MGLCFPCPGESAPPTPDLEEKRAKLAEAAERRQKEAASRGILDVQSVQEKRKKKEKIEKQIATSGPPPEGGLRWTVS. Result: 0 (no interaction).